Task: Predict the product of the given reaction.. Dataset: Forward reaction prediction with 1.9M reactions from USPTO patents (1976-2016) (1) Given the reactants CO[C:3](=[O:24])[C:4]1[CH:9]=[CH:8][C:7]([O:10][CH2:11][C:12]2[C:13]([C:17]3[CH:22]=[CH:21][C:20]([Cl:23])=[CH:19][CH:18]=3)=[N:14][O:15][CH:16]=2)=[N:6][CH:5]=1.[NH2:25][CH:26]1[CH2:31][CH2:30][O:29][CH2:28][CH2:27]1, predict the reaction product. The product is: [Cl:23][C:20]1[CH:19]=[CH:18][C:17]([C:13]2[C:12]([CH2:11][O:10][C:7]3[CH:8]=[CH:9][C:4]([C:3]([NH:25][CH:26]4[CH2:31][CH2:30][O:29][CH2:28][CH2:27]4)=[O:24])=[CH:5][N:6]=3)=[CH:16][O:15][N:14]=2)=[CH:22][CH:21]=1. (2) The product is: [C:6]([C:7]1[C:8]([CH2:13][C:14]([O:16][CH2:17][CH3:18])=[O:15])=[N:9][CH:10]=[CH:11][N:12]=1)#[CH:5]. Given the reactants C[Si]([C:5]#[C:6][C:7]1[C:8]([CH2:13][C:14]([O:16][CH2:17][CH3:18])=[O:15])=[N:9][CH:10]=[CH:11][N:12]=1)(C)C.CCCC[N+](CCCC)(CCCC)CCCC.[F-].O, predict the reaction product. (3) Given the reactants [Cl:1][C:2]1[C:7]([CH2:8][N:9]([CH2:20][C:21]2[CH:22]=[C:23]([CH:35]=[CH:36][CH:37]=2)[CH2:24][N:25]2[CH:29]([C:30](O)=[O:31])[CH2:28][CH2:27][S:26]2(=[O:34])=[O:33])[C@H:10]([CH2:16][N:17]([CH3:19])[CH3:18])[CH2:11][C:12]([CH3:15])([CH3:14])[CH3:13])=[C:6]([F:38])[C:5]([O:39][CH3:40])=[CH:4][CH:3]=1.[CH3:41][C@@H:42]1[C@@H:47]([NH2:48])[CH2:46][C@H:45]2[CH2:49][C@@H:43]1[C:44]2([CH3:51])[CH3:50], predict the reaction product. The product is: [CH3:41][C@@H:42]1[C@@H:47]([NH:48][C:30]([C@H:29]2[CH2:28][CH2:27][S:26](=[O:33])(=[O:34])[N:25]2[CH2:24][C:23]2[CH:35]=[CH:36][CH:37]=[C:21]([CH2:20][N:9]([CH2:8][C:7]3[C:2]([Cl:1])=[CH:3][CH:4]=[C:5]([O:39][CH3:40])[C:6]=3[F:38])[C@H:10]([CH2:16][N:17]([CH3:18])[CH3:19])[CH2:11][C:12]([CH3:15])([CH3:14])[CH3:13])[CH:22]=2)=[O:31])[CH2:46][C@H:45]2[CH2:49][C@@H:43]1[C:44]2([CH3:50])[CH3:51]. (4) Given the reactants N1([N:7]=[CH:8][C:9]2[N:10]=[CH:11][N:12](C(C3C=CC=CC=3)(C3C=CC=CC=3)C3C=CC=CC=3)[CH:13]=2)CCCCC1.C1COCC1.C(O)C.[ClH:41], predict the reaction product. The product is: [ClH:41].[ClH:41].[NH:12]1[CH:13]=[C:9]([CH2:8][NH2:7])[N:10]=[CH:11]1. (5) Given the reactants [NH2:1][CH2:2][CH2:3][C:4]1[CH:9]=[CH:8][C:7]([OH:10])=[CH:6][CH:5]=1.[C:11](O[C:11]([O:12][C:13]([CH3:16])([CH3:15])[CH3:14])=[O:17])(=[O:17])[O:12][C:13]([CH3:16])([CH3:15])[CH3:14], predict the reaction product. The product is: [OH:10][C:7]1[CH:8]=[CH:9][C:4]([CH2:3][CH2:2][NH:1][C:11](=[O:17])[O:12][C:13]([CH3:16])([CH3:15])[CH3:14])=[CH:5][CH:6]=1. (6) Given the reactants [N:1]1([CH2:7][CH2:8][N:9]([CH2:37][CH2:38][N:39]2[CH2:44][CH2:43][CH2:42][CH2:41][CH2:40]2)[C:10]2[C:23]3[O:22][CH2:21][CH2:20][N:19]4[C:15](=[C:16]([CH:31]5[CH2:36][CH2:35][CH2:34][CH2:33][CH2:32]5)[C:17]5[CH:27]=[CH:26][C:25]([C:28]([OH:30])=[O:29])=[CH:24][C:18]=54)[C:14]=3[CH:13]=[CH:12][CH:11]=2)[CH2:6][CH2:5][CH2:4][CH2:3][CH2:2]1.[ClH:45].C(OCC)(=O)C, predict the reaction product. The product is: [ClH:45].[ClH:45].[ClH:45].[N:39]1([CH2:38][CH2:37][N:9]([CH2:8][CH2:7][N:1]2[CH2:2][CH2:3][CH2:4][CH2:5][CH2:6]2)[C:10]2[C:23]3[O:22][CH2:21][CH2:20][N:19]4[C:15](=[C:16]([CH:31]5[CH2:36][CH2:35][CH2:34][CH2:33][CH2:32]5)[C:17]5[CH:27]=[CH:26][C:25]([C:28]([OH:30])=[O:29])=[CH:24][C:18]=54)[C:14]=3[CH:13]=[CH:12][CH:11]=2)[CH2:40][CH2:41][CH2:42][CH2:43][CH2:44]1.